Dataset: Reaction yield outcomes from USPTO patents with 853,638 reactions. Task: Predict the reaction yield, written as a fraction of the theoretical maximum amount of product (1.0 means a 100% yield; for example, 0.34 means a 34% yield). The reactants are [Br:1][C:2]1[C:10]2[NH:9][C:8](=O)[NH:7][C:6]=2[CH:5]=[C:4]([Cl:12])[CH:3]=1.CN(C=O)C.P(Cl)(Cl)([Cl:20])=O. No catalyst specified. The product is [Br:1][C:2]1[C:10]2[NH:9][C:8]([Cl:20])=[N:7][C:6]=2[CH:5]=[C:4]([Cl:12])[CH:3]=1. The yield is 0.472.